From a dataset of TCR-epitope binding with 47,182 pairs between 192 epitopes and 23,139 TCRs. Binary Classification. Given a T-cell receptor sequence (or CDR3 region) and an epitope sequence, predict whether binding occurs between them. (1) The TCR CDR3 sequence is CASSLLGQPNTEAFF. Result: 1 (the TCR binds to the epitope). The epitope is RAKFKQLL. (2) The epitope is TLDSKTQSL. The TCR CDR3 sequence is CSTLTQGEAFF. Result: 0 (the TCR does not bind to the epitope). (3) The epitope is ATDALMTGY. The TCR CDR3 sequence is CATSDASLSSYNEQFF. Result: 1 (the TCR binds to the epitope). (4) The epitope is RLFRKSNLK. The TCR CDR3 sequence is CASSTGGYEQYF. Result: 0 (the TCR does not bind to the epitope). (5) The TCR CDR3 sequence is CASSLGRGWAPLHF. Result: 1 (the TCR binds to the epitope). The epitope is ELAGIGILTV. (6) The epitope is RTLNAWVKV. The TCR CDR3 sequence is CASAPPSTSGDTQYF. Result: 0 (the TCR does not bind to the epitope).